This data is from Full USPTO retrosynthesis dataset with 1.9M reactions from patents (1976-2016). The task is: Predict the reactants needed to synthesize the given product. (1) Given the product [CH3:22][N:23]([CH3:27])[CH2:24][C:25]#[C:26][C:2]1[CH:3]=[CH:4][C:5]2[C:14]3[C:9](=[C:10]([NH2:20])[N:11]=[C:12]([N:15]4[CH:19]=[CH:18][N:17]=[CH:16]4)[CH:13]=3)[CH:8]=[N:7][C:6]=2[CH:21]=1, predict the reactants needed to synthesize it. The reactants are: Br[C:2]1[CH:3]=[CH:4][C:5]2[C:14]3[C:9](=[C:10]([NH2:20])[N:11]=[C:12]([N:15]4[CH:19]=[CH:18][N:17]=[CH:16]4)[CH:13]=3)[CH:8]=[N:7][C:6]=2[CH:21]=1.[CH3:22][N:23]([CH3:27])[CH2:24][C:25]#[CH:26].C1(P(C2C=CC=CC=2)C2C=CC=CC=2)C=CC=CC=1.CN1CCCC1=O. (2) Given the product [F:31][C:32]1[CH:33]=[C:34]([C:35]([O:37][CH3:38])=[O:36])[CH:39]=[CH:40][C:41]=1[O:5][C@H:6]1[CH2:10][CH2:9][N:8]([CH:11]2[CH2:16][CH2:15][N:14]([C:17]([O:19][C:20]([CH3:23])([CH3:22])[CH3:21])=[O:18])[CH2:13][CH2:12]2)[C:7]1=[O:24], predict the reactants needed to synthesize it. The reactants are: CS([O:5][C@@H:6]1[CH2:10][CH2:9][N:8]([CH:11]2[CH2:16][CH2:15][N:14]([C:17]([O:19][C:20]([CH3:23])([CH3:22])[CH3:21])=[O:18])[CH2:13][CH2:12]2)[C:7]1=[O:24])(=O)=O.C(=O)([O-])[O-].[K+].[K+].[F:31][C:32]1[CH:33]=[C:34]([CH:39]=[CH:40][C:41]=1O)[C:35]([O:37][CH3:38])=[O:36]. (3) Given the product [Br:46][CH2:47][CH2:48][C:49]([O:20][CH:19]([CH2:21][CH2:22][CH2:23][CH2:24][CH2:25][CH2:26][CH2:27][CH2:28]/[CH:29]=[CH:30]\[CH2:31]/[CH:32]=[CH:33]\[CH2:34][CH2:35][CH2:36][CH2:37][CH3:38])[CH2:1][CH2:2][CH2:3][CH2:4][CH2:5][CH2:6][CH2:7][CH2:8]/[CH:9]=[CH:10]\[CH2:11]/[CH:12]=[CH:13]\[CH2:14][CH2:15][CH2:16][CH2:17][CH3:18])=[O:50], predict the reactants needed to synthesize it. The reactants are: [CH2:1]([CH:19]([CH2:21][CH2:22][CH2:23][CH2:24][CH2:25][CH2:26][CH2:27][CH2:28]/[CH:29]=[CH:30]\[CH2:31]/[CH:32]=[CH:33]\[CH2:34][CH2:35][CH2:36][CH2:37][CH3:38])[OH:20])[CH2:2][CH2:3][CH2:4][CH2:5][CH2:6][CH2:7][CH2:8]/[CH:9]=[CH:10]\[CH2:11]/[CH:12]=[CH:13]\[CH2:14][CH2:15][CH2:16][CH2:17][CH3:18].C(N(CC)CC)C.[Br:46][CH2:47][CH2:48][C:49](Cl)=[O:50]. (4) Given the product [N:1]1[C:10]2[C:5](=[CH:6][CH:7]=[CH:8][CH:9]=2)[CH:4]=[N:3][CH:2]=1.[Cl-:47].[N:30]1[CH:29]=[CH:28][CH:33]=[N:32][C:31]=1[NH:34][S:35]([C:38]1[CH:43]=[CH:42][C:41]([NH:44][CH:45]=[S:46])=[CH:40][CH:39]=1)(=[O:37])=[O:36], predict the reactants needed to synthesize it. The reactants are: [N:1]1[C:10]2[C:5](=[CH:6][CH:7]=[CH:8][CH:9]=2)[CH:4]=[N:3][CH:2]=1.N1CCNCC1.C(N)C1C=CC2OCOC=2C=1.[CH:28]1[CH:29]=[N:30][C:31]([NH:34][S:35]([C:38]2[CH:39]=[CH:40][C:41]([NH2:44])=[CH:42][CH:43]=2)(=[O:37])=[O:36])=[N:32][CH:33]=1.[C:45](Cl)([Cl:47])=[S:46]. (5) Given the product [O:1]1[CH2:5][CH2:4][O:3][CH:2]1[CH2:6][CH2:7][CH2:8][C@H:9]([C@@H:11]1[C@:19]2([CH3:20])[C@H:14]([C:15](=[O:21])[CH2:16][CH2:17][CH2:18]2)[CH2:13][CH2:12]1)[CH3:10], predict the reactants needed to synthesize it. The reactants are: [O:1]1[CH2:5][CH2:4][O:3][CH:2]1[CH2:6][CH2:7][CH2:8][C@H:9]([C@@H:11]1[C@:19]2([CH3:20])[C@H:14]([C@@H:15]([OH:21])[CH2:16][CH2:17][CH2:18]2)[CH2:13][CH2:12]1)[CH3:10].C1C=C[NH+]=CC=1.[O-][Cr](Cl)(=O)=O. (6) The reactants are: [Cl:1][C:2]1[N:3]=[C:4]([C:9]([OH:11])=O)[NH:5][C:6]=1[CH2:7][CH3:8].S(Cl)([Cl:14])=O. Given the product [Cl:1][C:2]1[N:3]=[C:4]([C:9]([Cl:14])=[O:11])[NH:5][C:6]=1[CH2:7][CH3:8], predict the reactants needed to synthesize it. (7) Given the product [Br:1][C:2]1[CH:3]=[C:4]([C:8]([NH:10][CH:11]2[CH2:12][CH2:13][N:14]([C:17]3[N:22]=[C:21]([Cl:23])[N:20]=[C:19]([C:24]([NH2:27])=[O:26])[CH:18]=3)[CH2:15][CH2:16]2)=[O:9])[NH:5][C:6]=1[CH3:7], predict the reactants needed to synthesize it. The reactants are: [Br:1][C:2]1[CH:3]=[C:4]([C:8]([NH:10][CH:11]2[CH2:16][CH2:15][N:14]([C:17]3[N:22]=[C:21]([Cl:23])[N:20]=[C:19]([C:24]([OH:26])=O)[CH:18]=3)[CH2:13][CH2:12]2)=[O:9])[NH:5][C:6]=1[CH3:7].[NH3:27]. (8) The reactants are: [C:1]([O:4][C:5]1[CH:13]=[C:12]2[C:8]([C@H:9]([CH2:21][Cl:22])[CH2:10][N:11]2C(OC(C)(C)C)=O)=[C:7]2[S:23][C:24]([CH3:26])=[CH:25][C:6]=12)(=[O:3])[CH3:2]. Given the product [C:1]([O:4][C:5]1[CH:13]=[C:12]2[C:8]([C@H:9]([CH2:21][Cl:22])[CH2:10][NH:11]2)=[C:7]2[S:23][C:24]([CH3:26])=[CH:25][C:6]=12)(=[O:3])[CH3:2], predict the reactants needed to synthesize it. (9) Given the product [C:12]1([NH:11][C:9]([C:5]2[CH:4]=[N:3][CH:8]=[CH:7][CH:6]=2)=[NH:10])[CH:17]=[CH:16][CH:15]=[CH:14][CH:13]=1, predict the reactants needed to synthesize it. The reactants are: [H-].[Na+].[N:3]1[CH:8]=[CH:7][CH:6]=[C:5]([C:9]#[N:10])[CH:4]=1.[NH2:11][C:12]1[CH:17]=[CH:16][CH:15]=[CH:14][CH:13]=1.O.